This data is from Forward reaction prediction with 1.9M reactions from USPTO patents (1976-2016). The task is: Predict the product of the given reaction. (1) Given the reactants CO[C:3]1[N:4]=[CH:5][C:6]2[CH2:12][N:11]([S:13]([CH3:16])(=[O:15])=[O:14])[CH2:10][CH2:9][C:7]=2[N:8]=1.[NH2:17][CH2:18][CH2:19][CH2:20][CH:21]1[CH2:26][CH2:25][N:24]([C:27]([O:29][C:30]([CH3:33])([CH3:32])[CH3:31])=[O:28])[CH2:23][CH2:22]1, predict the reaction product. The product is: [CH3:16][S:13]([N:11]1[CH2:10][CH2:9][C:7]2[N:8]=[C:3]([NH:17][CH2:18][CH2:19][CH2:20][CH:21]3[CH2:26][CH2:25][N:24]([C:27]([O:29][C:30]([CH3:33])([CH3:32])[CH3:31])=[O:28])[CH2:23][CH2:22]3)[N:4]=[CH:5][C:6]=2[CH2:12]1)(=[O:14])=[O:15]. (2) Given the reactants [C:1]([C:5]1[CH:10]=[CH:9][C:8]([S:11]([NH:14][C:15]2[CH:20]=[CH:19][C:18]([Cl:21])=[CH:17][C:16]=2[CH:22](Cl)[C:23]2[CH:28]=[CH:27][N:26]=[CH:25][CH:24]=2)(=[O:13])=[O:12])=[CH:7][CH:6]=1)([CH3:4])([CH3:3])[CH3:2].[C:30](=O)([O-])[O-:31].[K+].[K+], predict the reaction product. The product is: [C:1]([C:5]1[CH:10]=[CH:9][C:8]([S:11]([NH:14][C:15]2[CH:20]=[CH:19][C:18]([Cl:21])=[CH:17][C:16]=2[CH:22]([O:31][CH3:30])[C:23]2[CH:28]=[CH:27][N:26]=[CH:25][CH:24]=2)(=[O:13])=[O:12])=[CH:7][CH:6]=1)([CH3:4])([CH3:3])[CH3:2]. (3) Given the reactants [Br:1][C:2]1[CH:7]=[CH:6][C:5]([C:8]2([CH2:11][C:12]([OH:14])=[O:13])[CH2:10][CH2:9]2)=[CH:4][CH:3]=1.S(=O)(=O)(O)O.[CH3:20][CH2:21]O, predict the reaction product. The product is: [CH2:20]([O:13][C:12](=[O:14])[CH2:11][C:8]1([C:5]2[CH:4]=[CH:3][C:2]([Br:1])=[CH:7][CH:6]=2)[CH2:9][CH2:10]1)[CH3:21]. (4) Given the reactants Br[C:2]1[N:7]=[C:6]([C:8]([O:10][CH3:11])=[O:9])[C:5]([Cl:12])=[CH:4][CH:3]=1.O.[CH:14]1(B(O)O)[CH2:16][CH2:15]1.P([O-])([O-])([O-])=O.[K+].[K+].[K+].C1(C)C=CC=CC=1, predict the reaction product. The product is: [Cl:12][C:5]1[C:6]([C:8]([O:10][CH3:11])=[O:9])=[N:7][C:2]([CH:14]2[CH2:16][CH2:15]2)=[CH:3][CH:4]=1. (5) Given the reactants [O:1]([C:8]1[CH:9]=[C:10]([CH:24]=[CH:25][CH:26]=1)[CH2:11][N:12]1[CH2:17][CH2:16][N:15]([CH2:18][C:19](OCC)=[O:20])[CH2:14][CH2:13]1)[C:2]1[CH:7]=[CH:6][CH:5]=[CH:4][CH:3]=1.[NH2:27][NH2:28], predict the reaction product. The product is: [O:1]([C:8]1[CH:9]=[C:10]([CH:24]=[CH:25][CH:26]=1)[CH2:11][N:12]1[CH2:17][CH2:16][N:15]([CH2:18][C:19]([NH:27][NH2:28])=[O:20])[CH2:14][CH2:13]1)[C:2]1[CH:3]=[CH:4][CH:5]=[CH:6][CH:7]=1. (6) Given the reactants C[O:2][C:3]([C:5]1[CH:6]2[N:29]([C:30]([O:32][C:33]([CH3:36])([CH3:35])[CH3:34])=[O:31])[CH:9]([CH2:10][C:11]=1[C:12]1[CH:17]=[CH:16][C:15]([CH2:18][CH2:19][CH2:20][O:21][C:22]3[C:26]([F:27])=[C:25]([CH3:28])[O:24][N:23]=3)=[CH:14][CH:13]=1)[CH2:8][CH2:7]2)=[O:4].[OH-].[Na+], predict the reaction product. The product is: [C:33]([O:32][C:30]([N:29]1[CH:9]2[CH2:8][CH2:7][CH:6]1[C:5]([C:3]([OH:4])=[O:2])=[C:11]([C:12]1[CH:17]=[CH:16][C:15]([CH2:18][CH2:19][CH2:20][O:21][C:22]3[C:26]([F:27])=[C:25]([CH3:28])[O:24][N:23]=3)=[CH:14][CH:13]=1)[CH2:10]2)=[O:31])([CH3:36])([CH3:34])[CH3:35]. (7) Given the reactants Br[C:2]1[CH:14]=[C:13]2[C:5]([C:6]3[CH:7]=[C:8]([C:15]([N:17]4[CH2:22][C@@H:21]([CH3:23])[O:20][C@@H:19]([CH3:24])[CH2:18]4)=[O:16])[CH:9]=[CH:10][C:11]=3[NH:12]2)=[CH:4][CH:3]=1.BrC1C=CC=C2C=1C1C=C(C(N3C[C@@H](C)O[C@@H](C)C3)=O)C=CC=1N2.[CH3:49][C:50]1[C:54](B2OC(C)(C)C(C)(C)O2)=[C:53]([CH3:64])[O:52][N:51]=1.P(=O)(O)(O)O.[K], predict the reaction product. The product is: [CH3:49][C:50]1[C:54]([C:4]2[CH:3]=[CH:2][CH:14]=[C:13]3[C:5]=2[C:6]2[CH:7]=[C:8]([C:15]([N:17]4[CH2:18][C@@H:19]([CH3:24])[O:20][C@@H:21]([CH3:23])[CH2:22]4)=[O:16])[CH:9]=[CH:10][C:11]=2[NH:12]3)=[C:53]([CH3:64])[O:52][N:51]=1. (8) Given the reactants [NH2:1][CH2:2][CH2:3][C:4]1[CH:9]=[CH:8][C:7]([CH2:10][CH2:11][C:12]2[N:13]=[C:14]([NH:17][C:18](=[O:20])[CH3:19])[S:15][CH:16]=2)=[CH:6][CH:5]=1.I.CS[C:24](=[NH:26])[CH3:25], predict the reaction product. The product is: [C:24]([NH:1][CH2:2][CH2:3][C:4]1[CH:9]=[CH:8][C:7]([CH2:10][CH2:11][C:12]2[N:13]=[C:14]([NH:17][C:18](=[O:20])[CH3:19])[S:15][CH:16]=2)=[CH:6][CH:5]=1)(=[NH:26])[CH3:25]. (9) Given the reactants [C:1]1([C:7]2[CH:8]=[C:9]([C:12]([O:14]CC)=[O:13])[NH:10][CH:11]=2)[CH:6]=[CH:5][CH:4]=[CH:3][CH:2]=1.[OH-].[Na+], predict the reaction product. The product is: [C:1]1([C:7]2[CH:8]=[C:9]([C:12]([OH:14])=[O:13])[NH:10][CH:11]=2)[CH:2]=[CH:3][CH:4]=[CH:5][CH:6]=1.